From a dataset of Peptide-MHC class II binding affinity with 134,281 pairs from IEDB. Regression. Given a peptide amino acid sequence and an MHC pseudo amino acid sequence, predict their binding affinity value. This is MHC class II binding data. The peptide sequence is DTFRKLFRVYDNFLR. The MHC is DRB4_0101 with pseudo-sequence DRB4_0103. The binding affinity (normalized) is 0.280.